From a dataset of Forward reaction prediction with 1.9M reactions from USPTO patents (1976-2016). Predict the product of the given reaction. (1) Given the reactants C(O)(=O)C.C1COCC1.[Br:10][C:11]1[CH:16]=[C:15]([F:17])[C:14]([O:18][CH2:19][CH2:20][O:21][Si](C(C)(C)C)(C)C)=[CH:13][C:12]=1[CH2:29][C:30]([N:32]1[CH:37]=[CH:36][C:35](=[O:38])[CH2:34][CH:33]1[C:39]1[CH:44]=[CH:43][C:42]([F:45])=[CH:41][CH:40]=1)=[O:31], predict the reaction product. The product is: [Br:10][C:11]1[CH:16]=[C:15]([F:17])[C:14]([O:18][CH2:19][CH2:20][OH:21])=[CH:13][C:12]=1[CH2:29][C:30]([N:32]1[CH:37]=[CH:36][C:35](=[O:38])[CH2:34][C@H:33]1[C:39]1[CH:40]=[CH:41][C:42]([F:45])=[CH:43][CH:44]=1)=[O:31]. (2) Given the reactants [CH3:1][O:2][C:3]([CH:5]1[CH:10]([NH:11]C(C2C=CC=CC=2)C)[CH2:9][CH2:8][N:7]([C:20]([O:22][C:23]([CH3:26])([CH3:25])[CH3:24])=[O:21])[CH2:6]1)=[O:4], predict the reaction product. The product is: [CH3:1][O:2][C:3]([CH:5]1[CH:10]([NH2:11])[CH2:9][CH2:8][N:7]([C:20]([O:22][C:23]([CH3:26])([CH3:25])[CH3:24])=[O:21])[CH2:6]1)=[O:4].